Dataset: Reaction yield outcomes from USPTO patents with 853,638 reactions. Task: Predict the reaction yield, written as a fraction of the theoretical maximum amount of product (1.0 means a 100% yield; for example, 0.34 means a 34% yield). (1) The reactants are [N+:1]([C:4]1[CH:9]=[CH:8][C:7]([C@H:10]2[CH2:12][O:11]2)=[CH:6][CH:5]=1)([O-:3])=[O:2].[NH2:13][CH2:14][CH2:15][CH2:16][OH:17]. The catalyst is C(O)(C)C. The product is [OH:11][C@@H:10]([C:7]1[CH:8]=[CH:9][C:4]([N+:1]([O-:3])=[O:2])=[CH:5][CH:6]=1)[CH2:12][NH:13][CH2:14][CH2:15][CH2:16][OH:17]. The yield is 0.380. (2) The reactants are [CH3:1][C:2]([CH3:5])([O-])C.[K+].[Cl-].[S:8]1[CH:12]=[CH:11][CH:10]=[C:9]1[CH2:13][P+](C1C=CC=CC=1)(C1C=CC=CC=1)C1C=CC=CC=1.O.[CH3:34]N(C)C=O. No catalyst specified. The product is [CH:5]1([CH:34]=[CH:13][C:9]2[S:8][CH:12]=[CH:11][CH:10]=2)[CH2:2][CH2:1]1. The yield is 0.523.